From a dataset of Forward reaction prediction with 1.9M reactions from USPTO patents (1976-2016). Predict the product of the given reaction. (1) Given the reactants Cl[C:2]1[N:3]=[CH:4][C:5]2[N:6]([CH3:21])[C:7](=[O:20])[C:8]3([CH2:19][CH2:18]3)[CH2:9][N:10]([CH:13]3[CH2:17][CH2:16][CH2:15][CH2:14]3)[C:11]=2[N:12]=1.[NH2:22][C:23]1[CH:36]=[CH:35][C:26]([C:27]([NH:29][CH2:30][CH2:31][N:32]([CH3:34])[CH3:33])=[O:28])=[CH:25][C:24]=1[Cl:37].C(=O)([O-])[O-].[Cs+].[Cs+].CC1(C)C2C(=C(P(C3C=CC=CC=3)C3C=CC=CC=3)C=CC=2)OC2C(P(C3C=CC=CC=3)C3C=CC=CC=3)=CC=CC1=2, predict the reaction product. The product is: [Cl:37][C:24]1[CH:25]=[C:26]([CH:35]=[CH:36][C:23]=1[NH:22][C:2]1[N:3]=[CH:4][C:5]2[N:6]([CH3:21])[C:7](=[O:20])[C:8]3([CH2:19][CH2:18]3)[CH2:9][N:10]([CH:13]3[CH2:14][CH2:15][CH2:16][CH2:17]3)[C:11]=2[N:12]=1)[C:27]([NH:29][CH2:30][CH2:31][N:32]([CH3:34])[CH3:33])=[O:28]. (2) Given the reactants [Cl:1][C:2]1[CH:7]=[CH:6][CH:5]=[C:4]([Cl:8])[C:3]=1[C:9]1[C:13]([CH2:14][O:15][C:16]2[CH:21]=[CH:20][C:19]([C:22]3[CH:23]=[C:24]4[C:29](=[CH:30][CH:31]=3)[O:28][C:27]([C:32]([O:34]CC)=[O:33])=[CH:26][C:25]4=[O:37])=[CH:18][CH:17]=2)=[C:12]([CH:38]([CH3:40])[CH3:39])[O:11][N:10]=1.C(=O)(O)[O-].[Na+].ClCCl, predict the reaction product. The product is: [Cl:8][C:4]1[CH:5]=[CH:6][CH:7]=[C:2]([Cl:1])[C:3]=1[C:9]1[C:13]([CH2:14][O:15][C:16]2[CH:21]=[CH:20][C:19]([C:22]3[CH:23]=[C:24]4[C:29](=[CH:30][CH:31]=3)[O:28][C:27]([C:32]([OH:34])=[O:33])=[CH:26][C:25]4=[O:37])=[CH:18][CH:17]=2)=[C:12]([CH:38]([CH3:40])[CH3:39])[O:11][N:10]=1. (3) Given the reactants [Cl:1][S:2]([N:5]=[C:6]=[O:7])(=[O:4])=[O:3].[CH2:8]([OH:15])[C:9]1[CH:14]=[CH:13][CH:12]=[CH:11][CH:10]=1, predict the reaction product. The product is: [Cl:1][S:2]([NH:5][C:6](=[O:7])[O:15][CH2:8][C:9]1[CH:14]=[CH:13][CH:12]=[CH:11][CH:10]=1)(=[O:4])=[O:3]. (4) Given the reactants [C:1]1([C:15]2[CH:20]=[CH:19][CH:18]=[CH:17][CH:16]=2)[CH:6]=[CH:5][C:4]([O:7][C@@H:8]2[CH2:13][CH2:12][CH2:11][C@@H:10]([OH:14])[CH2:9]2)=[CH:3][CH:2]=1.[CH3:21][O:22][C@:23]([C:31]1[CH:36]=[CH:35][CH:34]=[CH:33][CH:32]=1)([C:27]([F:30])([F:29])[F:28])[C:24](O)=[O:25].CCN=C=NCCCN(C)C.Cl, predict the reaction product. The product is: [C:1]1([C:15]2[CH:16]=[CH:17][CH:18]=[CH:19][CH:20]=2)[CH:6]=[CH:5][C:4]([O:7][C@@H:8]2[CH2:13][CH2:12][CH2:11][C@@H:10]([O:14][C:24](=[O:25])[C@@:23]([O:22][CH3:21])([C:31]3[CH:32]=[CH:33][CH:34]=[CH:35][CH:36]=3)[C:27]([F:29])([F:30])[F:28])[CH2:9]2)=[CH:3][CH:2]=1. (5) Given the reactants [OH:1][C:2]1[CH:7]=[CH:6][C:5]([C:8]2[CH:9]=[C:10]3[C:15](=[CH:16][CH:17]=2)[CH:14]=[C:13]([C:18]([O:20]C)=[O:19])[CH:12]=[CH:11]3)=[CH:4][CH:3]=1.C([O-])([O-])=O.[K+].[K+].Cl[CH2:29][C:30]1[C:31]([C:38]2[C:43]([Cl:44])=[CH:42][CH:41]=[CH:40][C:39]=2[Cl:45])=[N:32][O:33][C:34]=1[CH:35]([CH3:37])[CH3:36].[OH-].[Na+], predict the reaction product. The product is: [Cl:44][C:43]1[CH:42]=[CH:41][CH:40]=[C:39]([Cl:45])[C:38]=1[C:31]1[C:30]([CH2:29][O:1][C:2]2[CH:7]=[CH:6][C:5]([C:8]3[CH:17]=[C:16]4[C:15](=[CH:10][CH:9]=3)[CH:14]=[C:13]([C:18]([OH:20])=[O:19])[CH:12]=[CH:11]4)=[CH:4][CH:3]=2)=[C:34]([CH:35]([CH3:37])[CH3:36])[O:33][N:32]=1. (6) Given the reactants [Li+].CC([N-]C(C)C)C.[C:9](#[N:11])[CH3:10].[CH:12]1([CH2:15][O:16][C:17]2[CH:18]=[C:19]([CH2:23][CH2:24][C:25](OC)=O)[CH:20]=[CH:21][CH:22]=2)[CH2:14][CH2:13]1.[NH2:29][NH2:30], predict the reaction product. The product is: [CH:12]1([CH2:15][O:16][C:17]2[CH:18]=[C:19]([CH2:23][CH2:24][C:25]3[NH:30][N:29]=[C:9]([NH2:11])[CH:10]=3)[CH:20]=[CH:21][CH:22]=2)[CH2:13][CH2:14]1. (7) Given the reactants [NH2:1][C:2]1[C:16]([N+:17]([O-:19])=[O:18])=[CH:15][C:5]([O:6][CH2:7][CH2:8][CH2:9][C:10]([O:12][CH2:13][CH3:14])=[O:11])=[CH:4][C:3]=1[CH3:20].[C:21](Cl)(=[O:24])[CH2:22][CH3:23], predict the reaction product. The product is: [CH3:20][C:3]1[CH:4]=[C:5]([CH:15]=[C:16]([N+:17]([O-:19])=[O:18])[C:2]=1[NH:1][C:21](=[O:24])[CH2:22][CH3:23])[O:6][CH2:7][CH2:8][CH2:9][C:10]([O:12][CH2:13][CH3:14])=[O:11]. (8) Given the reactants P(Cl)(Cl)(Cl)=O.[F:6][C:7]1[CH:12]=[CH:11][C:10]([C:13](=O)[CH2:14][C:15]2[CH:20]=[CH:19][N:18]=[CH:17][CH:16]=2)=[CH:9][CH:8]=1.[OH-:22].[Na+].[C:24](OCC)(=[S:26])[CH3:25].C(N([CH2:35][CH3:36])CC)C.CN(C)[CH:39]=[O:40], predict the reaction product. The product is: [CH2:35]([O:22][C:39]([C:24]1[S:26][C:13]([C:10]2[CH:11]=[CH:12][C:7]([F:6])=[CH:8][CH:9]=2)=[C:14]([C:15]2[CH:20]=[CH:19][N:18]=[CH:17][CH:16]=2)[CH:25]=1)=[O:40])[CH3:36]. (9) Given the reactants Cl.[N+:2]([C:5]1[CH:10]=[CH:9][C:8]([CH2:11][CH2:12][NH2:13])=[CH:7][CH:6]=1)([O-:4])=[O:3].[C:14](O)(=[O:23])[C@@H:15]([C:17]1[CH:22]=[CH:21][CH:20]=[CH:19][CH:18]=1)[OH:16].OC1C2N=NNC=2C=CC=1.Cl.CN(C)CCCN=C=NCC, predict the reaction product. The product is: [OH:16][C@H:15]([C:17]1[CH:22]=[CH:21][CH:20]=[CH:19][CH:18]=1)[C:14]([NH:13][CH2:12][CH2:11][C:8]1[CH:7]=[CH:6][C:5]([N+:2]([O-:4])=[O:3])=[CH:10][CH:9]=1)=[O:23].